This data is from Full USPTO retrosynthesis dataset with 1.9M reactions from patents (1976-2016). The task is: Predict the reactants needed to synthesize the given product. Given the product [Br:24][C:25]1[O:29][C:28]([CH2:30][N:31]([CH2:32][C:33]([O:35][CH3:36])=[O:34])[C:9]([C:10]2[O:14][C:13]([C:15]3[CH:16]=[CH:17][CH:18]=[CH:19][CH:20]=3)=[N:12][C:11]=2[CH3:21])=[O:8])=[CH:27][CH:26]=1, predict the reactants needed to synthesize it. The reactants are: C([O:8][CH2:9][C:10]1[O:14][C:13]([C:15]2[CH:20]=[CH:19][CH:18]=[CH:17][CH:16]=2)=[N:12][C:11]=1[C:21](O)=O)C1C=CC=CC=1.[Br:24][C:25]1[O:29][C:28]([CH2:30][NH:31][CH2:32][C:33]([O:35][CH3:36])=[O:34])=[CH:27][CH:26]=1.